From a dataset of Catalyst prediction with 721,799 reactions and 888 catalyst types from USPTO. Predict which catalyst facilitates the given reaction. (1) Reactant: [CH:1]1[C:6]([C@@H:7]2[O:16]C3C=C(O)C=[C:11](O)[C:10]=3[CH2:9][C@@H:8]2[OH:19])=[CH:5][C:4]([OH:20])=[C:3]([OH:21])[CH:2]=1.[C:22]([OH:33])(=[O:32])C1C=C(O)C(O)=C(O)C=1.[OH:34]O. Product: [CH:11]1[C:1]2[C:6](=[C:5]([OH:34])[C:4]([OH:20])=[C:3]([OH:21])[CH:2]=2)[C:7](=[O:16])[C:8]([OH:19])=[C:9]([C:22]([OH:33])=[O:32])[CH:10]=1. The catalyst class is: 21. (2) Reactant: I[C:2]1[CH:3]=[CH:4][C:5]2[N:6]([CH:8]=[C:9]([NH:11][C:12]([CH:14]3[CH2:16][CH2:15]3)=[O:13])[N:10]=2)[N:7]=1.[NH2:17][C:18]1[CH:19]=[CH:20][C:21]([Cl:25])=[C:22]([OH:24])[CH:23]=1.C(=O)([O-])[O-].[K+].[K+]. Product: [NH2:17][C:18]1[CH:19]=[CH:20][C:21]([Cl:25])=[C:22]([CH:23]=1)[O:24][C:2]1[CH:3]=[CH:4][C:5]2[N:6]([CH:8]=[C:9]([NH:11][C:12]([CH:14]3[CH2:16][CH2:15]3)=[O:13])[N:10]=2)[N:7]=1. The catalyst class is: 9. (3) The catalyst class is: 15. Product: [F:1][C:2]1[C:7](/[CH:8]=[CH:24]/[N+:21]([O-:23])=[O:22])=[CH:6][CH:5]=[CH:4][C:3]=1[NH:10][C:11](=[O:20])[O:12][CH2:13][C:14]1[CH:19]=[CH:18][CH:17]=[CH:16][CH:15]=1. Reactant: [F:1][C:2]1[C:7]([CH:8]=O)=[CH:6][CH:5]=[CH:4][C:3]=1[NH:10][C:11](=[O:20])[O:12][CH2:13][C:14]1[CH:19]=[CH:18][CH:17]=[CH:16][CH:15]=1.[N+:21]([CH3:24])([O-:23])=[O:22]. (4) Reactant: C(=O)([O-])[O-].[K+].[K+].[CH3:7][C:8]([CH3:65])([CH2:63][CH3:64])[CH2:9][C:10]1[N:11]=[C:12]([CH2:34][CH:35]([N:49]([CH3:62])S(C2C=CC([N+]([O-])=O)=CC=2)(=O)=O)[C:36]2[CH:41]=[CH:40][C:39]([C:42]3[CH:47]=[CH:46][C:45]([F:48])=[CH:44][N:43]=3)=[CH:38][CH:37]=2)[N:13]([C:15]([C:28]2[CH:33]=[CH:32][CH:31]=[CH:30][CH:29]=2)([C:22]2[CH:27]=[CH:26][CH:25]=[CH:24][CH:23]=2)[C:16]2[CH:21]=[CH:20][CH:19]=[CH:18][CH:17]=2)[CH:14]=1.C1(S)C=CC=CC=1. Product: [CH3:7][C:8]([CH3:65])([CH2:63][CH3:64])[CH2:9][C:10]1[N:11]=[C:12]([CH2:34][CH:35]([C:36]2[CH:37]=[CH:38][C:39]([C:42]3[CH:47]=[CH:46][C:45]([F:48])=[CH:44][N:43]=3)=[CH:40][CH:41]=2)[NH:49][CH3:62])[N:13]([C:15]([C:28]2[CH:33]=[CH:32][CH:31]=[CH:30][CH:29]=2)([C:22]2[CH:27]=[CH:26][CH:25]=[CH:24][CH:23]=2)[C:16]2[CH:17]=[CH:18][CH:19]=[CH:20][CH:21]=2)[CH:14]=1. The catalyst class is: 9.